This data is from Catalyst prediction with 721,799 reactions and 888 catalyst types from USPTO. The task is: Predict which catalyst facilitates the given reaction. (1) Reactant: [S:1]1[C:5]([CH:6](O)[C:7]2[CH:12]=[C:11]([O:13][CH3:14])[C:10]([O:15][CH3:16])=[C:9]([O:17][CH3:18])[CH:8]=2)=[CH:4][C:3]2[CH:20]=[CH:21][CH:22]=[CH:23][C:2]1=2.C([SiH](CC)CC)C.C(O)(C(F)(F)F)=O. Product: [CH3:18][O:17][C:9]1[CH:8]=[C:7]([CH:12]=[C:11]([O:13][CH3:14])[C:10]=1[O:15][CH3:16])[CH2:6][C:5]1[S:1][C:2]2[CH:23]=[CH:22][CH:21]=[CH:20][C:3]=2[CH:4]=1. The catalyst class is: 2. (2) Reactant: [C:1]([N:4]1[CH2:9][CH2:8][CH:7]([OH:10])[CH2:6][CH2:5]1)(=[O:3])[CH3:2].[H-].[Na+].[F:13][C:14]1[CH:21]=[CH:20][C:17]([CH2:18]Cl)=[CH:16][CH:15]=1.O. Product: [C:1]([N:4]1[CH2:9][CH2:8][CH:7]([O:10][CH2:18][C:17]2[CH:20]=[CH:21][C:14]([F:13])=[CH:15][CH:16]=2)[CH2:6][CH2:5]1)(=[O:3])[CH3:2]. The catalyst class is: 9.